The task is: Predict which catalyst facilitates the given reaction.. This data is from Catalyst prediction with 721,799 reactions and 888 catalyst types from USPTO. (1) Reactant: [C:1]([C:3]1[CH:8]=[CH:7][C:6](=[O:9])[N:5]([C:10]2[C:15]([F:16])=[CH:14][CH:13]=[CH:12][C:11]=2[F:17])[C:4]=1[S-:18])#[N:2].[Na+].Cl[CH2:21][C:22]([N:24]1[CH2:28][CH2:27][C@@H:26]([O:29][CH:30]2[CH2:35][CH2:34][CH2:33][CH2:32][O:31]2)[CH2:25]1)=[O:23].CCN(C(C)C)C(C)C.O. Product: [NH2:2][C:1]1[C:3]2[CH:8]=[CH:7][C:6](=[O:9])[N:5]([C:10]3[C:11]([F:17])=[CH:12][CH:13]=[CH:14][C:15]=3[F:16])[C:4]=2[S:18][C:21]=1[C:22]([N:24]1[CH2:28][CH2:27][C@@H:26]([O:29][CH:30]2[CH2:35][CH2:34][CH2:33][CH2:32][O:31]2)[CH2:25]1)=[O:23]. The catalyst class is: 115. (2) Reactant: [C:1]([N:4]1[C:13]2[C:8](=[CH:9][C:10](Br)=[C:11]([N+:14]([O-:16])=[O:15])[CH:12]=2)[N:7]([C:18]([O:20][CH:21]([CH3:23])[CH3:22])=[O:19])[CH2:6][C@@H:5]1[CH3:24])(=[O:3])[CH3:2].[CH:25]1([N:28]2[CH:32]=[C:31](B3OC(C)(C)C(C)(C)O3)[CH:30]=[N:29]2)[CH2:27][CH2:26]1.C(=O)([O-])[O-].[Cs+].[Cs+].CC(C1C=C(C(C)C)C(C2C=CC=CC=2P(C2CCCCC2)C2CCCCC2)=C(C(C)C)C=1)C. Product: [C:1]([N:4]1[C:13]2[C:8](=[CH:9][C:10]([C:31]3[CH:30]=[N:29][N:28]([CH:25]4[CH2:27][CH2:26]4)[CH:32]=3)=[C:11]([N+:14]([O-:16])=[O:15])[CH:12]=2)[N:7]([C:18]([O:20][CH:21]([CH3:23])[CH3:22])=[O:19])[CH2:6][C@@H:5]1[CH3:24])(=[O:3])[CH3:2]. The catalyst class is: 333. (3) The catalyst class is: 12. Reactant: [CH2:1]([N:3]1[CH2:8][CH2:7][CH2:6][CH:5]([CH2:9][C:10]2[CH:15]=[C:14]([F:16])[CH:13]=[CH:12][C:11]=2[S:17]([NH:20][C:21]2[C:30]([C:31]([O-:33])=[O:32])=[C:29]3[C:24]([CH:25]4[CH2:34][CH:26]4[CH2:27][O:28]3)=[CH:23][CH:22]=2)(=[O:19])=[O:18])[CH2:4]1)[CH3:2].O.[OH-].[Li+].O. Product: [CH2:1]([N:3]1[CH2:8][CH2:7][CH2:6][CH:5]([CH2:9][C:10]2[CH:15]=[C:14]([F:16])[CH:13]=[CH:12][C:11]=2[S:17]([NH:20][C:21]2[C:30]([C:31]([OH:33])=[O:32])=[C:29]3[C:24]([C@H:25]4[CH2:34][C@H:26]4[CH2:27][O:28]3)=[CH:23][CH:22]=2)(=[O:18])=[O:19])[CH2:4]1)[CH3:2]. (4) The catalyst class is: 38. Reactant: [F:1][C:2]1[CH:7]=[CH:6][C:5]([C:8]2[O:9][C:10]3[CH:20]=[C:19]([N:21]([CH3:26])[S:22]([CH3:25])(=[O:24])=[O:23])[C:18]([CH:27]4[CH2:31][N:30]([CH3:32])[C@H:29]([C:33]([O:35]C)=[O:34])[CH2:28]4)=[CH:17][C:11]=3[C:12]=2[C:13](=[O:16])[NH:14][CH3:15])=[CH:4][CH:3]=1.O[Li].O. Product: [F:1][C:2]1[CH:7]=[CH:6][C:5]([C:8]2[O:9][C:10]3[CH:20]=[C:19]([N:21]([CH3:26])[S:22]([CH3:25])(=[O:23])=[O:24])[C:18]([CH:27]4[CH2:31][N:30]([CH3:32])[C@H:29]([C:33]([OH:35])=[O:34])[CH2:28]4)=[CH:17][C:11]=3[C:12]=2[C:13](=[O:16])[NH:14][CH3:15])=[CH:4][CH:3]=1. (5) Reactant: Cl[C:2]1[CH:3]=C(N([C@H]2CC[C@H](N(C)C)CC2)CC)C(C)=C([CH:10]=1)C(O)=O.[Cl:24][C:25]1[CH:26]=[C:27]([N:47]([CH2:57][CH3:58])[C@H:48]2[CH2:53][CH2:52][C@H:51]([N:54]([CH3:56])[CH3:55])[CH2:50][CH2:49]2)[C:28]([CH3:46])=[C:29]([CH:45]=1)[C:30]([NH:32][CH2:33][C:34]1[C:39](=[O:40])[N:38]2[NH:41][CH:42]=C[C:37]2=CC=1C)=[O:31].[CH3:59]C(C)C(=O)CC(OCC)=O.C(N(CC)CC)C.C1CN([P+](ON2N=NC3C=CC=CC2=3)(N2CCCC2)N2CCCC2)CC1.F[P-](F)(F)(F)(F)F. Product: [Cl:24][C:25]1[CH:26]=[C:27]([N:47]([C@H:48]2[CH2:53][CH2:52][C@H:51]([N:54]([CH3:55])[CH3:56])[CH2:50][CH2:49]2)[CH2:57][CH3:58])[C:28]([CH3:46])=[C:29]([CH:45]=1)[C:30]([NH:32][CH2:33][C:34]1[C:42]([CH:2]([CH3:3])[CH3:10])=[N:41][N:38]([CH3:37])[C:39]=1[O:40][CH3:59])=[O:31]. The catalyst class is: 16. (6) Product: [C:1]([O:5][C:6]([N:8]([C:25]([O:27][C:28]([CH3:31])([CH3:30])[CH3:29])=[O:26])[C:9]1[CH:13]=[C:12]([C:14]2[CH:19]=[CH:18][C:17]([Cl:20])=[CH:16][CH:15]=2)[S:11][C:10]=1[C:21]([OH:23])=[O:22])=[O:7])([CH3:4])([CH3:3])[CH3:2]. The catalyst class is: 36. Reactant: [C:1]([O:5][C:6]([N:8]([C:25]([O:27][C:28]([CH3:31])([CH3:30])[CH3:29])=[O:26])[C:9]1[CH:13]=[C:12]([C:14]2[CH:19]=[CH:18][C:17]([Cl:20])=[CH:16][CH:15]=2)[S:11][C:10]=1[C:21]([O:23]C)=[O:22])=[O:7])([CH3:4])([CH3:3])[CH3:2].[OH-].[Na+]. (7) Reactant: [C:1]1([CH2:7][CH:8]=[CH:9][C:10](=[O:12])[CH3:11])[CH:6]=[CH:5][CH:4]=[CH:3][CH:2]=1.[C:13]1(=[O:23])[NH:17][C:16](=[O:18])[C:15]2=[CH:19][CH:20]=[CH:21][CH:22]=[C:14]12. Product: [CH2:7]([CH:8]([N:17]1[C:13](=[O:23])[C:14]2[C:15](=[CH:19][CH:20]=[CH:21][CH:22]=2)[C:16]1=[O:18])[CH2:9][C:10](=[O:12])[CH3:11])[C:1]1[CH:6]=[CH:5][CH:4]=[CH:3][CH:2]=1. The catalyst class is: 370.